From a dataset of Full USPTO retrosynthesis dataset with 1.9M reactions from patents (1976-2016). Predict the reactants needed to synthesize the given product. (1) Given the product [CH3:1][O:2][CH2:3][CH2:4][O:5][C:6]1[CH:11]=[CH:10][C:9]([Sn:28]([CH2:29][CH2:30][CH2:31][CH3:32])([CH2:33][CH2:34][CH2:35][CH3:36])[CH2:24][CH2:25][CH2:26][CH3:27])=[CH:8][CH:7]=1, predict the reactants needed to synthesize it. The reactants are: [CH3:1][O:2][CH2:3][CH2:4][O:5][C:6]1[CH:11]=[CH:10][C:9](Br)=[CH:8][CH:7]=1.C([Li])CCC.CCCCCC.[CH2:24]([Sn:28](Cl)([CH2:33][CH2:34][CH2:35][CH3:36])[CH2:29][CH2:30][CH2:31][CH3:32])[CH2:25][CH2:26][CH3:27]. (2) Given the product [CH3:18][S:17][C:14]1[CH:15]=[CH:16][C:11]([C:9](=[O:10])[C:8]([C:5]2[CH:4]=[CH:3][C:2]([F:1])=[CH:7][CH:6]=2)=[O:19])=[CH:12][CH:13]=1, predict the reactants needed to synthesize it. The reactants are: [F:1][C:2]1[CH:7]=[CH:6][C:5]([C:8](=[O:19])[CH:9]([C:11]2[CH:16]=[CH:15][C:14]([S:17][CH3:18])=[CH:13][CH:12]=2)[OH:10])=[CH:4][CH:3]=1.[Bi]=O. (3) Given the product [C:1]([O:5][C:6]([N:8]1[CH2:14][CH2:13][C:12]2[CH:15]=[C:16]([Br:18])[S:17][C:11]=2[CH2:10][CH2:9]1)=[O:7])([CH3:4])([CH3:2])[CH3:3], predict the reactants needed to synthesize it. The reactants are: [C:1]([O:5][C:6]([N:8]1[CH2:14][CH2:13][C:12]2[CH:15]=[CH:16][S:17][C:11]=2[CH2:10][CH2:9]1)=[O:7])([CH3:4])([CH3:3])[CH3:2].[Br:18]N1C(=O)CCC1=O.O. (4) The reactants are: C1(N2CCN([CH2:17][CH2:18][CH2:19][CH2:20][O:21][C:22]3[CH:30]=[C:29]4[C:25]([CH:26]=[N:27][NH:28]4)=[CH:24][CH:23]=3)CC2)C2C(=CC=CC=2)C=CC=1.[CH3:31][O:32][C:33]1[C:34]([N:39]2[CH2:44][CH2:43][NH:42][CH2:41][CH2:40]2)=[N:35][CH:36]=[CH:37][CH:38]=1. Given the product [CH3:31][O:32][C:33]1[C:34]([N:39]2[CH2:44][CH2:43][N:42]([CH2:17][CH2:18][CH2:19][CH2:20][O:21][C:22]3[CH:30]=[C:29]4[C:25]([CH:26]=[N:27][NH:28]4)=[CH:24][CH:23]=3)[CH2:41][CH2:40]2)=[N:35][CH:36]=[CH:37][CH:38]=1, predict the reactants needed to synthesize it. (5) Given the product [Cl:46][C:41]1[CH:42]=[CH:43][CH:44]=[CH:45][C:40]=1[O:39][C:37]([N:34]1[CH2:33][CH2:32][CH:31]([CH2:28][C:29]#[C:30][C:2]2[N:3]=[C:4]([NH2:20])[C:5]3[N:6]=[CH:7][N:8]([C:18]=3[N:19]=2)[C@@H:9]2[O:17][C@H:14]([CH2:15][OH:16])[C@@H:12]([OH:13])[C@H:10]2[OH:11])[CH2:36][CH2:35]1)=[O:38], predict the reactants needed to synthesize it. The reactants are: I[C:2]1[N:3]=[C:4]([NH2:20])[C:5]2[N:6]=[CH:7][N:8]([C:18]=2[N:19]=1)[C@@H:9]1[O:17][C@H:14]([CH2:15][OH:16])[C@@H:12]([OH:13])[C@H:10]1[OH:11].C(N(CC)CC)C.[CH2:28]([CH:31]1[CH2:36][CH2:35][N:34]([C:37]([O:39][C:40]2[CH:45]=[CH:44][CH:43]=[CH:42][C:41]=2[Cl:46])=[O:38])[CH2:33][CH2:32]1)[C:29]#[CH:30]. (6) Given the product [CH2:34]([O:33][C:31](=[O:32])[C@H:30]([CH3:41])[O:29][C:27]([O:26][CH2:25][N:9]([C:3]1[CH:4]=[CH:5][C:6]([F:8])=[CH:7][C:2]=1[Cl:1])[S:10]([CH:13]1[C:18]([C:19]([O:21][CH2:22][CH3:23])=[O:20])=[CH:17][CH2:16][CH2:15][CH2:14]1)(=[O:11])=[O:12])=[O:28])[C:35]1[CH:36]=[CH:37][CH:38]=[CH:39][CH:40]=1, predict the reactants needed to synthesize it. The reactants are: [Cl:1][C:2]1[CH:7]=[C:6]([F:8])[CH:5]=[CH:4][C:3]=1[NH:9][S:10]([CH:13]1[C:18]([C:19]([O:21][CH2:22][CH3:23])=[O:20])=[CH:17][CH2:16][CH2:15][CH2:14]1)(=[O:12])=[O:11].I[CH2:25][O:26][C:27]([O:29][C@@H:30]([CH3:41])[C:31]([O:33][CH2:34][C:35]1[CH:40]=[CH:39][CH:38]=[CH:37][CH:36]=1)=[O:32])=[O:28].C(=O)([O-])[O-].[K+].[K+]. (7) Given the product [CH3:21][C@H:16]1[N:15]([C:3]2[N:2]([CH3:1])[C:7](=[O:8])[CH:6]=[C:5]([C:9]3[CH:14]=[CH:13][N:12]=[CH:11][N:10]=3)[N:4]=2)[CH2:20][CH2:19][N:18]([C:23]2[CH:30]=[CH:29][CH:28]=[CH:27][C:24]=2[C:25]#[N:26])[CH2:17]1, predict the reactants needed to synthesize it. The reactants are: [CH3:1][N:2]1[C:7](=[O:8])[CH:6]=[C:5]([C:9]2[CH:14]=[CH:13][N:12]=[CH:11][N:10]=2)[N:4]=[C:3]1[N:15]1[CH2:20][CH2:19][NH:18][CH2:17][C@H:16]1[CH3:21].Br[C:23]1[CH:30]=[CH:29][CH:28]=[CH:27][C:24]=1[C:25]#[N:26].C1(P(C2CCCCC2)C2C=CC=CC=2C2C(OC)=CC=CC=2OC)CCCCC1.P([O-])([O-])([O-])=O.[K+].[K+].[K+].